From a dataset of Forward reaction prediction with 1.9M reactions from USPTO patents (1976-2016). Predict the product of the given reaction. Given the reactants [Br:1][C:2]1[CH:3]=[C:4]([CH:23]=[CH:24][CH:25]=1)[CH2:5][N:6]1[C:14]2[C:13](=[O:15])[N:12]([CH3:16])[C:11](=[O:17])[N:10]([CH3:18])[C:9]=2[N:8]=[C:7]1[CH2:19][C:20]([OH:22])=O.C(N1C=CN=C1)(N1C=CN=C1)=O.[NH2:38][CH2:39][CH2:40][OH:41], predict the reaction product. The product is: [Br:1][C:2]1[CH:3]=[C:4]([CH:23]=[CH:24][CH:25]=1)[CH2:5][N:6]1[C:14]2[C:13](=[O:15])[N:12]([CH3:16])[C:11](=[O:17])[N:10]([CH3:18])[C:9]=2[N:8]=[C:7]1[CH2:19][C:20]([NH:38][CH2:39][CH2:40][OH:41])=[O:22].